Dataset: Reaction yield outcomes from USPTO patents with 853,638 reactions. Task: Predict the reaction yield, written as a fraction of the theoretical maximum amount of product (1.0 means a 100% yield; for example, 0.34 means a 34% yield). (1) The reactants are [OH-].[K+].[C:3]([C:6]1[N:11]=[C:10]([C:12]2[CH:17]=[CH:16][C:15]([C:18]3[C:23]([F:24])=[CH:22][C:21]([CH2:25][C:26]([O:28]C)=[O:27])=[CH:20][C:19]=3[F:30])=[CH:14][CH:13]=2)[C:9]([CH3:31])=[N:8][C:7]=1[CH3:32])(=[O:5])[NH2:4].Cl. The catalyst is C(O)(C)(C)C. The product is [C:3]([C:6]1[N:11]=[C:10]([C:12]2[CH:13]=[CH:14][C:15]([C:18]3[C:23]([F:24])=[CH:22][C:21]([CH2:25][C:26]([OH:28])=[O:27])=[CH:20][C:19]=3[F:30])=[CH:16][CH:17]=2)[C:9]([CH3:31])=[N:8][C:7]=1[CH3:32])(=[O:5])[NH2:4]. The yield is 0.560. (2) The reactants are C([O:5][C:6](=[O:33])[C:7]1[CH:12]=[C:11]([CH:13]2[CH2:15][CH2:14]2)[C:10]([CH2:16][N:17]2[CH2:22][CH2:21][O:20][C@H:19]([CH2:23][C:24]3[CH:29]=[CH:28][C:27]([Cl:30])=[C:26]([Cl:31])[CH:25]=3)[CH2:18]2)=[CH:9][C:8]=1[F:32])(C)(C)C.Cl. The catalyst is O1CCOCC1.C1(C)C=CC=CC=1. The product is [ClH:30].[CH:13]1([C:11]2[C:10]([CH2:16][N:17]3[CH2:22][CH2:21][O:20][C@H:19]([CH2:23][C:24]4[CH:29]=[CH:28][C:27]([Cl:30])=[C:26]([Cl:31])[CH:25]=4)[CH2:18]3)=[CH:9][C:8]([F:32])=[C:7]([CH:12]=2)[C:6]([OH:33])=[O:5])[CH2:15][CH2:14]1. The yield is 1.00.